Dataset: Forward reaction prediction with 1.9M reactions from USPTO patents (1976-2016). Task: Predict the product of the given reaction. (1) Given the reactants [OH:1][C:2]1[CH:7]=[CH:6][C:5]([CH2:8][C:9]([O:11][CH3:12])=[O:10])=[CH:4][CH:3]=1.[H-].[Na+].Cl[CH2:16][C:17]1[C:18]([CH3:24])=[N:19][CH:20]=[CH:21][C:22]=1[CH3:23], predict the reaction product. The product is: [CH3:24][C:18]1[C:17]([CH2:16][O:1][C:2]2[CH:3]=[CH:4][C:5]([CH2:8][C:9]([O:11][CH3:12])=[O:10])=[CH:6][CH:7]=2)=[C:22]([CH3:23])[CH:21]=[CH:20][N:19]=1. (2) Given the reactants O[CH2:2][CH2:3][CH2:4][N:5]([CH3:13])[C:6](=[O:12])[O:7][C:8]([CH3:11])([CH3:10])[CH3:9].C(N(CC)CC)C.CS(Cl)(=O)=O.[CH:26]1([NH2:29])[CH2:28][CH2:27]1, predict the reaction product. The product is: [CH:26]1([NH:29][CH2:2][CH2:3][CH2:4][N:5]([CH3:13])[C:6](=[O:12])[O:7][C:8]([CH3:11])([CH3:10])[CH3:9])[CH2:28][CH2:27]1. (3) Given the reactants C([BH3-])#N.[Na+].[CH3:5][O:6][C:7](=[O:27])[C:8]1[CH:13]=[CH:12][C:11]([NH:14][C:15]([C:17]2[CH:25]=[C:24]3[C:20]([CH:21]=[CH:22][NH:23]3)=[CH:19][CH:18]=2)=[O:16])=[CH:10][C:9]=1[Cl:26].[OH-].[NH4+], predict the reaction product. The product is: [CH3:5][O:6][C:7](=[O:27])[C:8]1[CH:13]=[CH:12][C:11]([NH:14][C:15]([C:17]2[CH:25]=[C:24]3[C:20]([CH2:21][CH2:22][NH:23]3)=[CH:19][CH:18]=2)=[O:16])=[CH:10][C:9]=1[Cl:26]. (4) Given the reactants Cl[C:2]1[N:3]=[N:4][C:5]([C:27]2[CH:32]=[CH:31][CH:30]=[CH:29][C:28]=2[F:33])=[C:6]([C:17]2[CH:22]=[C:21]([O:23][CH3:24])[CH:20]=[C:19]([O:25][CH3:26])[CH:18]=2)[C:7]=1[C:8]1[C:13]([F:14])=[CH:12][C:11]([F:15])=[CH:10][C:9]=1[F:16].[CH3:34][O-:35].[Na+], predict the reaction product. The product is: [CH3:26][O:25][C:19]1[CH:18]=[C:17]([C:6]2[C:7]([C:8]3[C:13]([F:14])=[CH:12][C:11]([F:15])=[CH:10][C:9]=3[F:16])=[C:2]([O:35][CH3:34])[N:3]=[N:4][C:5]=2[C:27]2[CH:32]=[CH:31][CH:30]=[CH:29][C:28]=2[F:33])[CH:22]=[C:21]([O:23][CH3:24])[CH:20]=1. (5) Given the reactants Br[C:2]1[C:3]([N:9]2[CH2:14][CH2:13][O:12][CH2:11][CH:10]2[C:15]([NH:17][C:18]2([C:21]3[CH:26]=[CH:25][C:24]([Cl:27])=[CH:23][CH:22]=3)[CH2:20][CH2:19]2)=[O:16])=[N:4][C:5]([Cl:8])=[N:6][CH:7]=1.CC1(C)C2C=CC=C(P(C3C=CC=CC=3)C3C=CC=CC=3)C=2OC2C1=CC=CC=2P(C1C=CC=CC=1)C1C=CC=CC=1.P([O-])([O-])([O-])=O.[K+].[K+].[K+], predict the reaction product. The product is: [Cl:8][C:5]1[N:6]=[CH:7][C:2]2[N:17]([C:18]3([C:21]4[CH:26]=[CH:25][C:24]([Cl:27])=[CH:23][CH:22]=4)[CH2:20][CH2:19]3)[C:15](=[O:16])[CH:10]3[CH2:11][O:12][CH2:13][CH2:14][N:9]3[C:3]=2[N:4]=1. (6) Given the reactants [CH3:1][O:2][C:3]1[CH:4]=[C:5]([C:9]2[N:10]([CH2:24][C:25]([O:27]C(C)(C)C)=[O:26])[C:11]3[C:12]([N:23]=2)=[N:13][CH:14]=[C:15]([C:17]2[CH:22]=[CH:21][CH:20]=[CH:19][CH:18]=2)[CH:16]=3)[CH:6]=[CH:7][CH:8]=1.Cl.O, predict the reaction product. The product is: [CH3:1][O:2][C:3]1[CH:4]=[C:5]([C:9]2[N:10]([CH2:24][C:25]([OH:27])=[O:26])[C:11]3[C:12]([N:23]=2)=[N:13][CH:14]=[C:15]([C:17]2[CH:22]=[CH:21][CH:20]=[CH:19][CH:18]=2)[CH:16]=3)[CH:6]=[CH:7][CH:8]=1.